This data is from Reaction yield outcomes from USPTO patents with 853,638 reactions. The task is: Predict the reaction yield, written as a fraction of the theoretical maximum amount of product (1.0 means a 100% yield; for example, 0.34 means a 34% yield). (1) The reactants are [CH:1]([C:4]1[CH:9]=[CH:8][C:7]([CH:10]2[C:14]3[C:15]([CH3:30])=[C:16]([NH:21][C:22](=O)[O:23]CC(Cl)(Cl)Cl)[C:17]([CH3:20])=[C:18]([CH3:19])[C:13]=3[O:12][CH2:11]2)=[CH:6][CH:5]=1)([CH3:3])[CH3:2].[CH:31]1([NH2:37])[CH2:36][CH2:35][CH2:34][CH2:33][CH2:32]1. No catalyst specified. The product is [CH:31]1([NH:37][C:22]([NH:21][C:16]2[C:17]([CH3:20])=[C:18]([CH3:19])[C:13]3[O:12][CH2:11][CH:10]([C:7]4[CH:6]=[CH:5][C:4]([CH:1]([CH3:3])[CH3:2])=[CH:9][CH:8]=4)[C:14]=3[C:15]=2[CH3:30])=[O:23])[CH2:36][CH2:35][CH2:34][CH2:33][CH2:32]1. The yield is 0.920. (2) The catalyst is ClCCl. The yield is 0.240. The product is [C:44]([C:42]1[CH:41]=[CH:40][C:38]2[O:39][CH:34]([C:32]([NH:31][C:16]3[CH:17]=[C:18]([OH:26])[C:19]([CH:21]4[CH2:22][CH2:23][CH2:24][CH2:25]4)=[CH:20][C:15]=3[CH2:14][N:11]3[CH2:12][CH2:13][NH:8][CH2:9][CH2:10]3)=[O:33])[CH2:35][NH:36][C:37]=2[CH:43]=1)#[N:45]. The reactants are C(OC([N:8]1[CH2:13][CH2:12][N:11]([CH2:14][C:15]2[CH:20]=[C:19]([CH:21]3[CH2:25][CH2:24][CH2:23][CH2:22]3)[C:18]([O:26]C(OC)=O)=[CH:17][C:16]=2[NH:31][C:32]([CH:34]2[O:39][C:38]3[CH:40]=[CH:41][C:42]([C:44]#[N:45])=[CH:43][C:37]=3[N:36](C(OCC)=O)[CH2:35]2)=[O:33])[CH2:10][CH2:9]1)=O)(C)(C)C.C(O)(C(F)(F)F)=O. (3) The reactants are C[O:2][C:3]([C:5]1[C:6]([C:24]2[CH:29]=[CH:28][C:27]([C:30](O)=[O:31])=[CH:26][CH:25]=2)=[CH:7][CH:8]=[C:9]([C:11]2[S:12][CH:13]=[C:14]([C:16]3[CH:21]=[CH:20][C:19]([Cl:22])=[C:18]([Cl:23])[CH:17]=3)[N:15]=2)[CH:10]=1)=[O:4].[F:33][C:34]1[CH:41]=[CH:40][CH:39]=[CH:38][C:35]=1[CH2:36][NH2:37].O.[OH-].[Li+]. The catalyst is O1CCCC1.CO.O. The product is [Cl:23][C:18]1[CH:17]=[C:16]([C:14]2[N:15]=[C:11]([C:9]3[CH:10]=[C:5]([C:3]([OH:2])=[O:4])[C:6]([C:24]4[CH:25]=[CH:26][C:27]([C:30](=[O:31])[NH:37][CH2:36][C:35]5[CH:38]=[CH:39][CH:40]=[CH:41][C:34]=5[F:33])=[CH:28][CH:29]=4)=[CH:7][CH:8]=3)[S:12][CH:13]=2)[CH:21]=[CH:20][C:19]=1[Cl:22]. The yield is 0.630. (4) The reactants are [CH3:1][O:2][C:3]1[CH:4]=[C:5]([CH:19]=[CH:20][C:21]=1[O:22][CH2:23][C:24]1[N:25]=[C:26]([C:30]2[CH:35]=[CH:34][CH:33]=[CH:32][CH:31]=2)[O:27][C:28]=1[CH3:29])[CH2:6][O:7][C:8]1[C:12]([C:13](OCC)=[O:14])=[CH:11][N:10]([CH3:18])[N:9]=1.[H-].[Al+3].[Li+].[H-].[H-].[H-].O.O.O.O.O.O.O.O.O.O.S([O-])([O-])(=O)=O.[Na+].[Na+]. The catalyst is O1CCCC1. The product is [CH3:1][O:2][C:3]1[CH:4]=[C:5]([CH:19]=[CH:20][C:21]=1[O:22][CH2:23][C:24]1[N:25]=[C:26]([C:30]2[CH:31]=[CH:32][CH:33]=[CH:34][CH:35]=2)[O:27][C:28]=1[CH3:29])[CH2:6][O:7][C:8]1[C:12]([CH2:13][OH:14])=[CH:11][N:10]([CH3:18])[N:9]=1. The yield is 0.970. (5) The reactants are [C:1]1([CH3:25])[CH:6]=[CH:5][C:4]([S:7]([CH2:10][CH2:11][O:12][C:13](=[O:24])[CH2:14][CH2:15][C:16]2[CH:21]=[CH:20][CH:19]=[CH:18][C:17]=2[O:22][CH3:23])(=[O:9])=[O:8])=[CH:3][CH:2]=1.[Cl:26][S:27](O)(=[O:29])=[O:28]. The catalyst is C(Cl)Cl. The product is [C:1]1([CH3:25])[CH:6]=[CH:5][C:4]([S:7]([CH2:10][CH2:11][O:12][C:13](=[O:24])[CH2:14][CH2:15][C:16]2[CH:21]=[C:20]([S:27]([Cl:26])(=[O:29])=[O:28])[CH:19]=[CH:18][C:17]=2[O:22][CH3:23])(=[O:8])=[O:9])=[CH:3][CH:2]=1. The yield is 0.740. (6) The reactants are [CH3:1][CH:2]([CH2:13][CH2:14][CH2:15][C:16]1[CH:21]=[CH:20][CH:19]=[CH:18][CH:17]=1)[C:3]([O:5]N1C(=O)CCC1=O)=O.[CH:22]1[CH:27]=[CH:26][C:25]([C@@H:28]([NH2:31])[CH2:29][OH:30])=[CH:24][CH:23]=1. The catalyst is C1COCC1. The product is [OH:30][CH2:29][C@H:28]([NH:31][C:3](=[O:5])[C@@H:2]([CH3:1])[CH2:13][CH2:14][CH2:15][C:16]1[CH:17]=[CH:18][CH:19]=[CH:20][CH:21]=1)[C:25]1[CH:26]=[CH:27][CH:22]=[CH:23][CH:24]=1. The yield is 0.340. (7) The reactants are [NH2:1][C:2]1[CH:3]=[C:4]([C:8]2[N:13]=[C:12]([NH:14][CH2:15][C:16]3[CH:21]=[CH:20][CH:19]=[CH:18][N:17]=3)[C:11]3=[C:22]([C:25]4[CH:30]=[CH:29][CH:28]=[CH:27][CH:26]=4)[CH:23]=[CH:24][N:10]3[N:9]=2)[CH:5]=[N:6][CH:7]=1.ClS([N:35]=[C:36]=[O:37])(=O)=O.Cl. The catalyst is C(Cl)Cl. The product is [C:25]1([C:22]2[CH:23]=[CH:24][N:10]3[C:11]=2[C:12]([NH:14][CH2:15][C:16]2[CH:21]=[CH:20][CH:19]=[CH:18][N:17]=2)=[N:13][C:8]([C:4]2[CH:3]=[C:2]([NH:1][C:36]([NH2:35])=[O:37])[CH:7]=[N:6][CH:5]=2)=[N:9]3)[CH:30]=[CH:29][CH:28]=[CH:27][CH:26]=1. The yield is 0.270.